Task: Predict the reactants needed to synthesize the given product.. Dataset: Full USPTO retrosynthesis dataset with 1.9M reactions from patents (1976-2016) (1) Given the product [CH3:10][CH:11]1[C:19]2[C:14](=[CH:15][C:16]([NH:20][C:1](=[O:8])[C:2]3[CH:7]=[CH:6][CH:5]=[CH:4][CH:3]=3)=[CH:17][CH:18]=2)[C:13](=[O:23])[CH2:12]1, predict the reactants needed to synthesize it. The reactants are: [C:1](Cl)(=[O:8])[C:2]1[CH:7]=[CH:6][CH:5]=[CH:4][CH:3]=1.[CH3:10][CH:11]1[C:19]2[C:14](=[CH:15][C:16]([N+:20]([O-])=O)=[CH:17][CH:18]=2)[C:13](=[O:23])[CH2:12]1.C(N(CC)CC)C.C(OCC)(=O)C. (2) Given the product [CH:1]1([CH2:4][O:5][C:6]2[CH:7]=[CH:8][C:9]([C:12]#[CH:13])=[N:10][CH:11]=2)[CH2:2][CH2:3]1, predict the reactants needed to synthesize it. The reactants are: [CH:1]1([CH2:4][O:5][C:6]2[CH:7]=[CH:8][C:9]([C:12]#[C:13][Si](C)(C)C)=[N:10][CH:11]=2)[CH2:3][CH2:2]1.[F-].C([N+](CCCC)(CCCC)CCCC)CCC. (3) Given the product [OH:4][C:3]1[CH:5]=[CH:6][CH:7]=[CH:8][C:2]=1[C:1]1[N:17]([C:18]2[CH:23]=[CH:22][C:21]([CH:24]([CH3:26])[CH3:25])=[CH:20][CH:19]=2)[C:15](=[O:16])[C:14]([CH2:27][CH2:28][CH3:29])=[C:11]([CH3:12])[N:10]=1, predict the reactants needed to synthesize it. The reactants are: [C:1]([NH2:10])(=O)[C:2]1[C:3](=[CH:5][CH:6]=[CH:7][CH:8]=1)[OH:4].[C:11]([CH:14]([CH2:27][CH2:28][CH3:29])[C:15]([NH:17][C:18]1[CH:23]=[CH:22][C:21]([CH:24]([CH3:26])[CH3:25])=[CH:20][CH:19]=1)=[O:16])(=O)[CH3:12].